Dataset: Catalyst prediction with 721,799 reactions and 888 catalyst types from USPTO. Task: Predict which catalyst facilitates the given reaction. (1) Reactant: FC1C=CC=CC=1C([O:6][C@H:7]1[CH2:12][CH2:11][C@@H:10]([C:13]2[CH:18]=[CH:17][C:16]([Br:19])=[CH:15][CH:14]=2)[CH2:9][CH2:8]1)=O.[OH-].[Na+].Cl. Product: [Br:19][C:16]1[CH:15]=[CH:14][C:13]([C@@H:10]2[CH2:11][CH2:12][C@H:7]([OH:6])[CH2:8][CH2:9]2)=[CH:18][CH:17]=1. The catalyst class is: 5. (2) Reactant: N[C:2]1[CH:7]=[CH:6]N=C[CH:3]=1.Cl.C(N=[C:12]=[N:13][CH2:14][CH2:15][CH2:16][N:17]([CH2:20][CH3:21])CC)C.C([N:24]([CH2:27][CH3:28])[CH2:25][CH3:26])C.[OH2:29].CN([CH:33]=[O:34])C. Product: [N:17]1[CH:16]=[CH:15][C:14]([NH:13][C:12]([C:3]2[C:28]3[C:26]4[C:25](=[CH:6][CH:7]=[CH:2][CH:3]=4)[NH:24][C:27]=3[C:6]([O:34][CH3:33])=[CH:7][CH:2]=2)=[O:29])=[CH:21][CH:20]=1. The catalyst class is: 142. (3) Reactant: [CH3:1][O:2][C:3]1[CH:4]=[C:5]2[C:10](=[CH:11][CH:12]=1)[N:9]=[C:8]([OH:13])[C:7](O)=[N:6]2.O=S(Cl)[Cl:17].Cl. Product: [Cl:17][C:7]1[C:8]([OH:13])=[N:9][C:10]2[C:5]([N:6]=1)=[CH:4][C:3]([O:2][CH3:1])=[CH:12][CH:11]=2. The catalyst class is: 3. (4) Reactant: Cl.[Cl:2][C:3]1[C:7]([Cl:8])=[C:6]([CH3:9])[NH:5][C:4]=1[C:10]([NH:12][CH:13]1[CH2:18][CH2:17][NH:16][CH2:15][CH2:14]1)=[O:11].[Cl:19][C:20]1[N:25]=[C:24](Cl)[CH:23]=[CH:22][N:21]=1.CCN(CC)CC. Product: [Cl:2][C:3]1[C:7]([Cl:8])=[C:6]([CH3:9])[NH:5][C:4]=1[C:10]([NH:12][CH:13]1[CH2:18][CH2:17][N:16]([C:22]2[CH:23]=[CH:24][N:25]=[C:20]([Cl:19])[N:21]=2)[CH2:15][CH2:14]1)=[O:11]. The catalyst class is: 173. (5) Reactant: [CH:1]([C:3]1[CH:4]=[C:5]([C:14]([O:16][CH2:17][CH3:18])=[O:15])[CH:6]=[C:7]([CH:13]=1)[C:8]([O:10][CH2:11][CH3:12])=[O:9])=[O:2].[CH3:19][Mg+].[Br-]. Product: [OH:2][CH:1]([C:3]1[CH:13]=[C:7]([C:8]([O:10][CH2:11][CH3:12])=[O:9])[CH:6]=[C:5]([CH:4]=1)[C:14]([O:16][CH2:17][CH3:18])=[O:15])[CH3:19]. The catalyst class is: 28. (6) Reactant: Br[C:2]1[CH:3]=[C:4]([CH:16]=[C:17]([N:19]2[CH2:23][CH2:22][CH2:21][C@H:20]2[CH2:24][OH:25])[CH:18]=1)[C:5]([NH:7][CH2:8][C:9]1[CH:10]=[N:11][C:12]([CH3:15])=[CH:13][CH:14]=1)=[O:6].B(O)(O)[C:27]1[CH:28]=[CH:29][C:30]([CH3:33])=[CH:31][CH:32]=1.C1(C)C=CC=CC=1.C(=O)([O-])[O-].[Cs+].[Cs+]. Product: [OH:25][CH2:24][C@@H:20]1[CH2:21][CH2:22][CH2:23][N:19]1[C:17]1[CH:16]=[C:4]([C:5]([NH:7][CH2:8][C:9]2[CH:10]=[N:11][C:12]([CH3:15])=[CH:13][CH:14]=2)=[O:6])[CH:3]=[C:2]([C:27]2[CH:32]=[CH:31][C:30]([CH3:33])=[CH:29][CH:28]=2)[CH:18]=1. The catalyst class is: 103. (7) Reactant: [C:1]([O:5][C:6](=[O:23])[NH:7][C:8]([C:11](=O)[NH:12][CH2:13][C:14]1[CH:19]=[CH:18][C:17]([Cl:20])=[C:16]([Cl:21])[CH:15]=1)([CH3:10])[CH3:9])([CH3:4])([CH3:3])[CH3:2].B.O1CCCC1.CO. Product: [Cl:21][C:16]1[CH:15]=[C:14]([CH:19]=[CH:18][C:17]=1[Cl:20])[CH2:13][NH:12][CH2:11][C:8]([NH:7][C:6](=[O:23])[O:5][C:1]([CH3:4])([CH3:2])[CH3:3])([CH3:9])[CH3:10]. The catalyst class is: 7.